This data is from Reaction yield outcomes from USPTO patents with 853,638 reactions. The task is: Predict the reaction yield, written as a fraction of the theoretical maximum amount of product (1.0 means a 100% yield; for example, 0.34 means a 34% yield). (1) The reactants are [F:1][C:2]1[CH:10]=[C:9]([O:11][CH3:12])[CH:8]=[CH:7][C:3]=1[C:4]([OH:6])=[O:5].[Br:13]Br.S([O-])([O-])=O.[Na+].[Na+].O. The catalyst is C(O)(=O)C. The product is [Br:13][C:8]1[C:9]([O:11][CH3:12])=[CH:10][C:2]([F:1])=[C:3]([CH:7]=1)[C:4]([OH:6])=[O:5]. The yield is 0.990. (2) The product is [CH2:1]([O:3][C:4]([C:6]1[C:7]([CH3:19])=[C:8]([CH:12]=[O:13])[NH:9][C:10]=1[CH3:11])=[O:5])[CH3:2]. The reactants are [CH2:1]([O:3][C:4]([C:6]1[C:7]([CH3:19])=[C:8]([C:12](OC(C)(C)C)=[O:13])[NH:9][C:10]=1[CH3:11])=[O:5])[CH3:2].C(OCC)(OCC)OCC. The catalyst is FC(F)(F)C(O)=O. The yield is 0.639. (3) The reactants are [N+:1]([C:4]1[N:9]=[CH:8][C:7]([O:10][C:11]2[CH:16]=[CH:15][C:14]([NH:17][C:18](=[O:27])[O:19][CH2:20][C:21]3[CH:26]=[CH:25][CH:24]=[CH:23][CH:22]=3)=[CH:13][CH:12]=2)=[CH:6][CH:5]=1)([O-])=O.O.[Cl-].[Ca+2].[Cl-]. The catalyst is C(O)C. The product is [NH2:1][C:4]1[N:9]=[CH:8][C:7]([O:10][C:11]2[CH:12]=[CH:13][C:14]([NH:17][C:18](=[O:27])[O:19][CH2:20][C:21]3[CH:22]=[CH:23][CH:24]=[CH:25][CH:26]=3)=[CH:15][CH:16]=2)=[CH:6][CH:5]=1. The yield is 0.810. (4) The reactants are C(O[C:4]([C:6]1[N:7]([NH2:17])[CH:8]=[C:9]([C:12]([O:14][CH2:15][CH3:16])=[O:13])[C:10]=1[CH3:11])=[O:5])C.S(O)(C1C=CC(C)=CC=1)(=O)=O.O.C1CCN2[C:33](=[N:34]CCC2)[CH2:32][CH2:31]1.[NH4+].[Cl-]. The catalyst is C1(C)C=CC=CC=1. The product is [CH2:15]([O:14][C:12]([C:9]1[C:10]([CH3:11])=[C:6]2[C:4](=[O:5])[C:32]([C:33]#[N:34])=[CH:31][NH:17][N:7]2[CH:8]=1)=[O:13])[CH3:16]. The yield is 0.400. (5) The reactants are [NH2:1][C:2]1[CH:7]=[CH:6][C:5]([CH2:8][C:9]([OH:11])=[O:10])=[CH:4][CH:3]=1.CO.Cl[CH2:15]Cl.C[Si](C=[N+]=[N-])(C)C. The catalyst is C1COCC1. The product is [NH2:1][C:2]1[CH:3]=[CH:4][C:5]([CH2:8][C:9]([O:11][CH3:15])=[O:10])=[CH:6][CH:7]=1. The yield is 0.530. (6) The catalyst is CO. The reactants are [OH:1][C:2]([CH3:11])([CH2:8][CH2:9][CH3:10])[C:3]([O:5]CC)=[O:4].[Li+].[OH-]. The product is [OH:1][C:2]([CH3:11])([CH2:8][CH2:9][CH3:10])[C:3]([OH:5])=[O:4]. The yield is 0.242. (7) The catalyst is O1CCCC1. The reactants are [CH3:1][N:2]1[C:6]([C:7](=[O:24])[NH:8][C:9]2[CH:14]=[CH:13][N:12]3[N:15]=[C:16]([C:18]4[CH:23]=[CH:22][CH:21]=[CH:20][CH:19]=4)[N:17]=[C:11]3[CH:10]=2)=[C:5]([C:25]([OH:27])=O)[CH:4]=[N:3]1.[NH:28]1[CH2:31][CH2:30][CH2:29]1.CCCP(=O)=O. The yield is 1.00. The product is [C:18]1([C:16]2[N:17]=[C:11]3[CH:10]=[C:9]([NH:8][C:7]([C:6]4[N:2]([CH3:1])[N:3]=[CH:4][C:5]=4[C:25]([N:28]4[CH2:31][CH2:30][CH2:29]4)=[O:27])=[O:24])[CH:14]=[CH:13][N:12]3[N:15]=2)[CH:19]=[CH:20][CH:21]=[CH:22][CH:23]=1.